This data is from Reaction yield outcomes from USPTO patents with 853,638 reactions. The task is: Predict the reaction yield, written as a fraction of the theoretical maximum amount of product (1.0 means a 100% yield; for example, 0.34 means a 34% yield). (1) The reactants are [C:1]([C:3]1[C:4](=[C:11]([C:14]#[N:15])[C:12]#[N:13])[O:5][C:6]([CH3:10])([CH3:9])[C:7]=1[CH3:8])#[N:2].[C:16]([SiH2:20][O:21][C:22]([CH3:49])([CH3:48])[CH:23]1[CH2:28][O:27][C:26]2=[C:29]([CH:34]=[CH:35][C:36]3[CH:41]=[CH:40][C:39]([N:42]([CH2:46][CH3:47])[CH2:43][CH2:44][OH:45])=[CH:38][CH:37]=3)[S:30][C:31]([CH:32]=O)=[C:25]2[O:24]1)([CH3:19])([CH3:18])[CH3:17].O. The catalyst is N1CCCCC1.C(Cl)(Cl)Cl. The product is [C:16]([SiH2:20][O:21][C:22]([CH3:48])([CH3:49])[CH:23]1[CH2:28][O:27][C:26]2=[C:29]([CH:34]=[CH:35][C:36]3[CH:37]=[CH:38][C:39]([N:42]([CH2:46][CH3:47])[CH2:43][CH2:44][OH:45])=[CH:40][CH:41]=3)[S:30][C:31]([CH:32]=[CH:8][C:7]3[C:6]([CH3:9])([CH3:10])[O:5][C:4](=[C:11]([C:12]#[N:13])[C:14]#[N:15])[C:3]=3[C:1]#[N:2])=[C:25]2[O:24]1)([CH3:17])([CH3:19])[CH3:18]. The yield is 0.375. (2) The product is [CH2:1]([N:3]1[C:4](=[S:34])[C:5]([NH:15][C:16]2[CH:21]=[CH:20][C:19]([O:22][CH3:23])=[CH:18][CH:17]=2)=[C:6]([C:9]2[CH:14]=[CH:13][CH:12]=[CH:11][CH:10]=2)[C:7]1=[O:8])[CH3:2]. The catalyst is C1(C)C=CC=CC=1. The yield is 0.710. The reactants are [CH2:1]([N:3]1[C:7](=[O:8])[C:6]([C:9]2[CH:14]=[CH:13][CH:12]=[CH:11][CH:10]=2)=[C:5]([NH:15][C:16]2[CH:21]=[CH:20][C:19]([O:22][CH3:23])=[CH:18][CH:17]=2)[C:4]1=O)[CH3:2].COC1C=CC(P2(SP(C3C=CC(OC)=CC=3)(=S)S2)=[S:34])=CC=1. (3) The reactants are [CH3:1][C:2]1([C:5]2[NH:9][C:8]3[CH:10]=[CH:11][CH:12]=[CH:13][C:7]=3[N:6]=2)[CH2:4][CH2:3]1.Br[CH2:15][C:16]1[CH:35]=[CH:34][C:19]2/[C:20](=[C:30](/[CH3:33])\[C:31]#[N:32])/[C:21]3[CH:28]=[CH:27][C:26]([F:29])=[CH:25][C:22]=3[O:23][CH2:24][C:18]=2[CH:17]=1. No catalyst specified. The product is [F:29][C:26]1[CH:27]=[CH:28][C:21]2=[C:22]([CH:25]=1)[O:23][CH2:24][C:18]1[CH:17]=[C:16]([CH2:15][N:9]3[C:8]4[CH:10]=[CH:11][CH:12]=[CH:13][C:7]=4[N:6]=[C:5]3[C:2]3([CH3:1])[CH2:4][CH2:3]3)[CH:35]=[CH:34][C:19]=1/[C:20]/2=[C:30](/[CH3:33])\[C:31]#[N:32]. The yield is 0.400. (4) The reactants are Cl[S:2]([N:5]=C=O)(=[O:4])=[O:3].C(O)(C)(C)C.Cl.[NH2:14][CH2:15][CH2:16][NH:17][C:18]1[C:19]([C:23]2[N:27]([C:28]3[CH:33]=[CH:32][C:31]([F:34])=[C:30]([Cl:35])[CH:29]=3)[C:26](=[O:36])[O:25][N:24]=2)=[N:20][O:21][N:22]=1.C(N(CC)CC)C. The catalyst is ClCCl.Cl. The product is [Cl:35][C:30]1[CH:29]=[C:28]([N:27]2[C:26](=[O:36])[O:25][N:24]=[C:23]2[C:19]2[C:18]([NH:17][CH2:16][CH2:15][NH:14][S:2]([NH2:5])(=[O:4])=[O:3])=[N:22][O:21][N:20]=2)[CH:33]=[CH:32][C:31]=1[F:34]. The yield is 0.780. (5) The reactants are [NH2:1][C:2]1[C:9]([OH:10])=[CH:8][C:7](SC(C)C)=[CH:6][C:3]=1[C:4]#[N:5].O1C[CH2:18][CH2:17][CH2:16]1.O[O:21][S:22]([O-:24])=O.[K+].S([O-])([O-])=O.[Na+].[Na+]. The catalyst is O.CO. The product is [NH2:1][C:2]1[C:9]([OH:10])=[CH:8][C:7]([S:22]([CH:17]([CH3:18])[CH3:16])(=[O:24])=[O:21])=[CH:6][C:3]=1[C:4]#[N:5]. The yield is 0.990. (6) The reactants are [CH3:1][O:2][C:3]([C:5]1[S:6][C:7]([C:11]2[CH:16]=[CH:15][CH:14]=[CH:13][CH:12]=2)=[CH:8][C:9]=1[NH2:10])=[O:4].I[CH3:18]. The catalyst is CN(C)C=O. The product is [CH3:1][O:2][C:3]([C:5]1[S:6][C:7]([C:11]2[CH:16]=[CH:15][CH:14]=[CH:13][CH:12]=2)=[CH:8][C:9]=1[NH:10][CH3:18])=[O:4]. The yield is 0.320. (7) The reactants are C(N(CC)CC)C.[OH:8][N:9]1[C:13](=[O:14])[C:12]2=[CH:15][CH:16]=[CH:17][CH:18]=[C:11]2[C:10]1=[O:19].Br[CH2:21][CH:22]1[CH2:24][N:23]1[S:25]([C:28]1[CH:33]=[CH:32][CH:31]=[CH:30][C:29]=1[N+:34]([O-:36])=[O:35])(=[O:27])=[O:26].[CH3:37][OH:38]. The catalyst is O1CCOCC1. The product is [CH3:37][O:38][C:10](=[O:19])[C:11]1[CH:18]=[CH:17][CH:16]=[CH:15][C:12]=1[C:13]([N:9]1[CH2:24][CH:22]([NH:23][S:25]([C:28]2[CH:33]=[CH:32][CH:31]=[CH:30][C:29]=2[N+:34]([O-:36])=[O:35])(=[O:27])=[O:26])[CH2:21][O:8]1)=[O:14]. The yield is 0.740. (8) The reactants are [C:1]([O:4][C:5]1[C:24]([O:25][CH3:26])=[CH:23][C:8]([C:9]([NH:11][CH2:12][CH2:13][C:14]2[CH:19]=[CH:18][C:17]([N+:20]([O-])=O)=[CH:16][CH:15]=2)=[O:10])=[CH:7][C:6]=1[O:27][CH3:28])(=[O:3])[CH3:2].CC(C1C=C(C=C(C(C)(C)C)C=1O)C(NCC1C=CC([N+]([O-])=O)=CC=1)=O)(C)C. No catalyst specified. The product is [C:1]([O:4][C:5]1[C:24]([O:25][CH3:26])=[CH:23][C:8]([C:9]([NH:11][CH2:12][CH2:13][C:14]2[CH:19]=[CH:18][C:17]([NH2:20])=[CH:16][CH:15]=2)=[O:10])=[CH:7][C:6]=1[O:27][CH3:28])(=[O:3])[CH3:2]. The yield is 1.00. (9) The reactants are [NH2:1][C:2]1[C:3]([OH:24])=[N:4][C:5]([C:8]2[N:9]=[C:10]([CH:21]3[CH2:23][CH2:22]3)[NH:11][C:12]=2[C:13]2[CH:18]=[CH:17][C:16]([F:19])=[CH:15][C:14]=2[F:20])=[CH:6][CH:7]=1.[N:25]([C@@H:28]([CH3:33])[CH2:29][CH2:30][O:31][CH3:32])=[C:26]=S.C1(N=C=NC2CCCCC2)CCCCC1. The catalyst is C(O)C. The product is [CH:21]1([C:10]2[NH:11][C:12]([C:13]3[CH:18]=[CH:17][C:16]([F:19])=[CH:15][C:14]=3[F:20])=[C:8]([C:5]3[N:4]=[C:3]4[O:24][C:26]([NH:25][C@@H:28]([CH3:33])[CH2:29][CH2:30][O:31][CH3:32])=[N:1][C:2]4=[CH:7][CH:6]=3)[N:9]=2)[CH2:22][CH2:23]1. The yield is 0.160. (10) The catalyst is CO.[Pd]. The reactants are C([O:8][N:9]1[C:15](=[O:16])[N:14]2[CH2:17][C@H:10]1[CH2:11][CH2:12][C@H:13]2[C:18]([NH:20][O:21][C@H:22]1[CH2:26][CH2:25][N:24]([C:27]([NH:36][C:37](=[O:43])[O:38][C:39]([CH3:42])([CH3:41])[CH3:40])=[N:28][C:29](=[O:35])[O:30][C:31]([CH3:34])([CH3:33])[CH3:32])[CH2:23]1)=[O:19])C1C=CC=CC=1. The yield is 0.970. The product is [OH:8][N:9]1[C:15](=[O:16])[N:14]2[CH2:17][C@H:10]1[CH2:11][CH2:12][C@H:13]2[C:18]([NH:20][O:21][C@H:22]1[CH2:26][CH2:25][N:24]([C:27]([NH:36][C:37](=[O:43])[O:38][C:39]([CH3:42])([CH3:41])[CH3:40])=[N:28][C:29](=[O:35])[O:30][C:31]([CH3:33])([CH3:34])[CH3:32])[CH2:23]1)=[O:19].